This data is from Blood-brain barrier permeability regression values from the B3DB database. The task is: Regression/Classification. Given a drug SMILES string, predict its absorption, distribution, metabolism, or excretion properties. Task type varies by dataset: regression for continuous measurements (e.g., permeability, clearance, half-life) or binary classification for categorical outcomes (e.g., BBB penetration, CYP inhibition). For this dataset (b3db_regression), we predict Y. (1) The molecule is COC1=C(C=C2C(=C1)CC(C2=O)CC3CCN(CC3)CC4=CC=CC=C4)OC. The Y is 0.890 log(BB ratio). (2) The compound is C1=CC=[N+]2C=C(NC2=C1)CN. The Y is -1.40 log(BB ratio). (3) The drug is CC(C)N1N=C(N=N1)NC(=O)C2C3=CC=CC=C3OC4=CC=CC=C24. The Y is -0.120 log(BB ratio).